The task is: Predict which catalyst facilitates the given reaction.. This data is from Catalyst prediction with 721,799 reactions and 888 catalyst types from USPTO. (1) Reactant: C[Al](C)C.[Br:5][C:6]1[CH:12]=[CH:11][CH:10]=[CH:9][C:7]=1[NH2:8].C[O:14][C:15]([C:17]1[CH2:18][N:19]([C:23]([O:25][C:26]([CH3:29])([CH3:28])[CH3:27])=[O:24])[CH2:20][CH2:21][CH:22]=1)=O. Product: [C:26]([O:25][C:23]([N:19]1[CH2:18][C:17]([C:15](=[O:14])[NH:8][C:7]2[CH:9]=[CH:10][CH:11]=[CH:12][C:6]=2[Br:5])=[CH:22][CH2:21][CH2:20]1)=[O:24])([CH3:29])([CH3:28])[CH3:27]. The catalyst class is: 4. (2) Reactant: [C:1]([O-:4])([O-])=[O:2].[Na+].[Na+].FC(F)(F)S(O[C:13]1[CH2:14][CH2:15][N:16](C(OC(C)(C)C)=O)[CH2:17][CH:18]=1)(=O)=O.C([NH:31][C:32]1[CH:33]=[C:34](B(O)O)[CH:35]=[CH:36]C=1)(=O)C. Product: [NH:16]1[CH2:17][CH2:18][CH2:13][CH2:14][CH2:15]1.[NH:31]1[CH:32]=[CH:33][CH:34]=[CH:35][CH:36]1[C:1]([O-:4])=[O:2]. The catalyst class is: 216. (3) Reactant: [CH:1]([CH:4]1[C:9](=[O:10])[NH:8][C:7]2[CH:11]=[CH:12][CH:13]=[C:14]([CH:15]([CH3:17])[CH3:16])[C:6]=2[O:5]1)([CH3:3])[CH3:2].[H-].[Na+].[CH3:20][O:21][C:22](=[O:31])[C:23]1[CH:28]=[CH:27][CH:26]=[CH:25][C:24]=1[CH2:29]Br.C(O)(=O)CC(CC(O)=O)(C(O)=O)O. Product: [CH3:20][O:21][C:22](=[O:31])[C:23]1[CH:28]=[CH:27][CH:26]=[CH:25][C:24]=1[CH2:29][N:8]1[C:7]2[CH:11]=[CH:12][CH:13]=[C:14]([CH:15]([CH3:17])[CH3:16])[C:6]=2[O:5][CH:4]([CH:1]([CH3:3])[CH3:2])[C:9]1=[O:10]. The catalyst class is: 9. (4) Reactant: [C:1]([OH:14])(=O)[C:2]1[CH:12]=[C:9]([O:10][CH3:11])[C:7]([OH:8])=[C:4]([O:5][CH3:6])[CH:3]=1.Cl.C(N=C=NCCCN(C)C)C.O.ON1C2C=CC=CC=2N=N1.[CH:38]1([N:44]2[CH2:52][C:51]3[C:46](=[CH:47][C:48]([N:53]4[CH2:58][CH2:57][NH:56][CH2:55][CH2:54]4)=[CH:49][CH:50]=3)[C:45]2=[O:59])[CH2:43][CH2:42][CH2:41][CH2:40][CH2:39]1.[Cl-].[NH4+]. Product: [CH:38]1([N:44]2[CH2:52][C:51]3[C:46](=[CH:47][C:48]([N:53]4[CH2:54][CH2:55][N:56]([C:1](=[O:14])[C:2]5[CH:3]=[C:4]([O:5][CH3:6])[C:7]([OH:8])=[C:9]([O:10][CH3:11])[CH:12]=5)[CH2:57][CH2:58]4)=[CH:49][CH:50]=3)[C:45]2=[O:59])[CH2:39][CH2:40][CH2:41][CH2:42][CH2:43]1. The catalyst class is: 338. (5) Reactant: [NH2:1][C@H:2]([C:6]([OH:8])=[O:7])[CH2:3][CH2:4][OH:5].C(=O)([O-])[O-].[Cs+].[Cs+].O1CCOCC1.[C:21](OC([O-])=O)(=[O:27])[O:22][C:23]([CH3:26])([CH3:25])[CH3:24]. Product: [C:23]([O:22][C:21]([NH:1][CH:2]([C:6]([OH:8])=[O:7])[CH2:3][CH2:4][OH:5])=[O:27])([CH3:26])([CH3:25])[CH3:24]. The catalyst class is: 801. (6) Reactant: [N:1]1([C:7]([C:9]2[CH:14]=[CH:13][C:12]([N+:15]([O-])=O)=[CH:11][CH:10]=2)=[O:8])[CH2:6][CH2:5][O:4][CH2:3][CH2:2]1. Product: [NH2:15][C:12]1[CH:11]=[CH:10][C:9]([C:7]([N:1]2[CH2:2][CH2:3][O:4][CH2:5][CH2:6]2)=[O:8])=[CH:14][CH:13]=1. The catalyst class is: 43.